This data is from Oral bioavailability binary classification data from Ma et al.. The task is: Regression/Classification. Given a drug SMILES string, predict its absorption, distribution, metabolism, or excretion properties. Task type varies by dataset: regression for continuous measurements (e.g., permeability, clearance, half-life) or binary classification for categorical outcomes (e.g., BBB penetration, CYP inhibition). Dataset: bioavailability_ma. The compound is COc1ccc2c(c1)c(CC(=O)O)c(C)n2C(=O)c1ccc(Cl)cc1. The result is 1 (high bioavailability).